This data is from Merck oncology drug combination screen with 23,052 pairs across 39 cell lines. The task is: Regression. Given two drug SMILES strings and cell line genomic features, predict the synergy score measuring deviation from expected non-interaction effect. Drug 1: CC1(c2nc3c(C(N)=O)cccc3[nH]2)CCCN1. Drug 2: Cn1c(=O)n(-c2ccc(C(C)(C)C#N)cc2)c2c3cc(-c4cnc5ccccc5c4)ccc3ncc21. Cell line: NCIH520. Synergy scores: synergy=25.0.